Dataset: Reaction yield outcomes from USPTO patents with 853,638 reactions. Task: Predict the reaction yield, written as a fraction of the theoretical maximum amount of product (1.0 means a 100% yield; for example, 0.34 means a 34% yield). (1) The reactants are [OH-].[K+].[CH2:3]([O:10][C:11]1[CH:20]=[C:19]([O:21][CH2:22][C:23]2[CH:28]=[CH:27][CH:26]=[CH:25][CH:24]=2)[C:18]([C:29]([CH3:31])=[CH2:30])=[CH:17][C:12]=1[C:13]([O:15]C)=[O:14])[C:4]1[CH:9]=[CH:8][CH:7]=[CH:6][CH:5]=1. The catalyst is CO.O. The product is [CH2:3]([O:10][C:11]1[CH:20]=[C:19]([O:21][CH2:22][C:23]2[CH:28]=[CH:27][CH:26]=[CH:25][CH:24]=2)[C:18]([C:29]([CH3:31])=[CH2:30])=[CH:17][C:12]=1[C:13]([OH:15])=[O:14])[C:4]1[CH:5]=[CH:6][CH:7]=[CH:8][CH:9]=1. The yield is 0.950. (2) The reactants are FC(F)(F)S(O[C:7]1[CH:12]=[C:11]([CH2:13][S:14]([CH3:17])(=[O:16])=[O:15])[N:10]=[C:9]([S:18][CH3:19])[N:8]=1)(=O)=O.Cl.[CH3:23][C@H:24]1[CH2:29][O:28][CH2:27][C@@H:26]([CH3:30])[NH:25]1.C(N(CC)C(C)C)(C)C. The catalyst is O1CCOCC1. The product is [CH3:23][C@H:24]1[CH2:29][O:28][CH2:27][C@@H:26]([CH3:30])[N:25]1[C:7]1[CH:12]=[C:11]([CH2:13][S:14]([CH3:17])(=[O:15])=[O:16])[N:10]=[C:9]([S:18][CH3:19])[N:8]=1. The yield is 0.340. (3) The reactants are [F:1][C:2]1[CH:9]=[CH:8][C:5]([CH:6]=O)=[CH:4][CH:3]=1.[NH2:10]O.Cl.[Na+].[I-].O. The catalyst is C(#N)C. The product is [F:1][C:2]1[CH:9]=[CH:8][C:5]([C:6]#[N:10])=[CH:4][CH:3]=1. The yield is 0.760.